This data is from Reaction yield outcomes from USPTO patents with 853,638 reactions. The task is: Predict the reaction yield, written as a fraction of the theoretical maximum amount of product (1.0 means a 100% yield; for example, 0.34 means a 34% yield). (1) The reactants are [BH4-].[Li+].C[O:4][C:5](=[O:24])[CH:6]([C:11]1[C:12]([F:23])=[CH:13][CH:14]=[C:15]2[C:20]=1[N:19]=[C:18]([O:21][CH3:22])[CH:17]=[CH:16]2)[C:7](OC)=O.CO.Cl. The catalyst is C(O)(CC)(C)C.C(OCC)(=O)C. The product is [F:23][C:12]1[C:11]([CH:6]([CH3:7])[CH:5]([OH:24])[OH:4])=[C:20]2[C:15]([CH:16]=[CH:17][C:18]([O:21][CH3:22])=[N:19]2)=[CH:14][CH:13]=1. The yield is 0.610. (2) The reactants are [Cl:1][C:2]1[CH:3]=[C:4]([N:8]([C@@H:16]([CH3:19])[CH:17]=[O:18])[C:9](=[O:15])OC(C)(C)C)[CH:5]=[CH:6][CH:7]=1.Br[C:21]([F:28])([F:27])C(OCC)=O.S([O-])(O)(=O)=O.[K+].C(N(C(C)C)CC)(C)C. The catalyst is O1CCCC1.[Zn].O. The product is [Cl:1][C:2]1[CH:3]=[C:4]([N:8]2[C@@H:16]([CH3:19])[C@H:17]([OH:18])[C:21]([F:28])([F:27])[C:9]2=[O:15])[CH:5]=[CH:6][CH:7]=1. The yield is 0.210. (3) The reactants are [Br:1][C:2]1[CH:11]=[CH:10][C:9]([Cl:12])=[CH:8][C:3]=1[C:4](OC)=[O:5].[H-].[H-].[H-].[H-].[Li+].[Al+3]. The catalyst is C1COCC1. The product is [Br:1][C:2]1[CH:11]=[CH:10][C:9]([Cl:12])=[CH:8][C:3]=1[CH2:4][OH:5]. The yield is 0.470. (4) The reactants are [C:1]([O:5][C:6](=[O:22])[NH:7][C@H:8]([C:19](=O)[NH2:20])[CH2:9][C:10]1[CH:15]=[CH:14][C:13]([N+:16]([O-:18])=[O:17])=[CH:12][CH:11]=1)([CH3:4])([CH3:3])[CH3:2].COC1C=CC(P2(SP(C3C=CC(OC)=CC=3)(=S)S2)=[S:32])=CC=1. The catalyst is C1COCC1. The product is [C:1]([O:5][C:6](=[O:22])[NH:7][C@H:8]([C:19](=[S:32])[NH2:20])[CH2:9][C:10]1[CH:15]=[CH:14][C:13]([N+:16]([O-:18])=[O:17])=[CH:12][CH:11]=1)([CH3:4])([CH3:3])[CH3:2]. The yield is 0.830. (5) The reactants are C(OC([NH:8][C@H:9]([C:35]([O:37][CH3:38])=[O:36])[CH2:10][C:11]1[CH:16]=[CH:15][C:14]([CH2:17][O:18][CH2:19][C:20]2[CH:25]=[CH:24][CH:23]=[C:22]([N:26](C(OC(C)(C)C)=O)[CH3:27])[N:21]=2)=[CH:13][CH:12]=1)=O)(C)(C)C.C(O)(C(F)(F)F)=O.N. The catalyst is C(Cl)Cl.CO. The product is [CH3:27][NH:26][C:22]1[N:21]=[C:20]([CH2:19][O:18][CH2:17][C:14]2[CH:13]=[CH:12][C:11]([CH2:10][C@@H:9]([C:35]([O:37][CH3:38])=[O:36])[NH2:8])=[CH:16][CH:15]=2)[CH:25]=[CH:24][CH:23]=1. The yield is 0.400. (6) The reactants are [F:1][C:2]1([F:49])[CH2:7][C@H:6]([O:8][C:9]2[C:14]([CH3:15])=[CH:13][C:12]([S:16]([N:19](CC3C=CC(OC)=CC=3OC)[C:20]3[CH:25]=[CH:24][N:23]=[CH:22][N:21]=3)(=[O:18])=[O:17])=[C:11]([F:37])[CH:10]=2)[C@@H:5]([C:38]2[CH:39]=[N:40][N:41](C3CCCCO3)[CH:42]=2)[CH2:4][CH2:3]1.C([SiH](CC)CC)C.FC(F)(F)C(O)=O.ClCCl. The catalyst is CO. The product is [F:49][C:2]1([F:1])[CH2:7][C@H:6]([O:8][C:9]2[C:14]([CH3:15])=[CH:13][C:12]([S:16]([NH:19][C:20]3[CH:25]=[CH:24][N:23]=[CH:22][N:21]=3)(=[O:17])=[O:18])=[C:11]([F:37])[CH:10]=2)[C@@H:5]([C:38]2[CH:42]=[N:41][NH:40][CH:39]=2)[CH2:4][CH2:3]1. The yield is 0.850. (7) The reactants are [CH3:1][N:2]([CH3:10])[C:3]1[CH:8]=[CH:7][C:6]([NH2:9])=[CH:5][CH:4]=1.P(=O)(O)(O)O.[N+]([O-])(O)=O.[N:20]([O-])=O.[Na+].[CH3:24][C:25](=[O:30])[CH2:26][C:27](=[O:29])[CH3:28].C([O-])(=O)C.[K+].C([O-])([O-])=O.[Na+].[Na+]. The catalyst is C(O)C. The product is [CH3:1][N:2]([CH3:10])[C:3]1[CH:8]=[CH:7][C:6]([NH:9][N:20]=[C:26]([C:25](=[O:30])[CH3:24])[C:27](=[O:29])[CH3:28])=[CH:5][CH:4]=1. The yield is 0.960.